Dataset: Catalyst prediction with 721,799 reactions and 888 catalyst types from USPTO. Task: Predict which catalyst facilitates the given reaction. Reactant: [Cl:1][C:2]1[CH:3]=[C:4]([C@:8]([C@@H:16]2[CH2:21][CH2:20][CH2:19][N:18]([C:22]([NH:24][CH:25]([CH2:38][C:39]3([OH:45])[CH2:44][CH2:43][CH2:42][CH2:41][CH2:40]3)[CH2:26][N:27](C)[C:28](OCC[Si](C)(C)C)=O)=[O:23])[CH2:17]2)([OH:15])[CH2:9][CH2:10][CH2:11][CH2:12][O:13][CH3:14])[CH:5]=[CH:6][CH:7]=1.[N+](CC)(CC)(CC)CC.[F-]. Product: [Cl:1][C:2]1[CH:3]=[C:4]([C@:8]([C@@H:16]2[CH2:21][CH2:20][CH2:19][N:18]([C:22]([NH:24][CH:25]([CH2:38][C:39]3([OH:45])[CH2:40][CH2:41][CH2:42][CH2:43][CH2:44]3)[CH2:26][NH:27][CH3:28])=[O:23])[CH2:17]2)([OH:15])[CH2:9][CH2:10][CH2:11][CH2:12][O:13][CH3:14])[CH:5]=[CH:6][CH:7]=1. The catalyst class is: 1.